From a dataset of Catalyst prediction with 721,799 reactions and 888 catalyst types from USPTO. Predict which catalyst facilitates the given reaction. (1) Reactant: [NH2:1][C:2]1[CH:3]=[C:4]([C:8]2[N:9]=[C:10]([NH:17][C:18]3[CH:26]=[C:25]4[C:21]([CH:22]=[CH:23][NH:24]4)=[CH:20][CH:19]=3)[C:11]3[N:12]([CH:14]=[CH:15][N:16]=3)[CH:13]=2)[CH:5]=[CH:6][CH:7]=1.C(N(CC)CC)C.[C:34]([C:38]1[CH:46]=[CH:45][C:41]([C:42](Cl)=[O:43])=[CH:40][CH:39]=1)([CH3:37])([CH3:36])[CH3:35]. Product: [C:34]([C:38]1[CH:39]=[CH:40][C:41]([C:42]([NH:1][C:2]2[CH:7]=[CH:6][CH:5]=[C:4]([C:8]3[N:9]=[C:10]([NH:17][C:18]4[CH:26]=[C:25]5[C:21]([CH:22]=[CH:23][NH:24]5)=[CH:20][CH:19]=4)[C:11]4[N:12]([CH:14]=[CH:15][N:16]=4)[CH:13]=3)[CH:3]=2)=[O:43])=[CH:45][CH:46]=1)([CH3:37])([CH3:35])[CH3:36]. The catalyst class is: 1. (2) Reactant: [CH:1]([O-:3])=[O:2].[NH4+:4].N1CCCC(C(OCC2([C:18]3[CH:23]=[CH:22][CH:21]=[C:20]([C:24]([O:26][CH3:27])=[O:25])[CH:19]=3)C=CC=CC2)=O)C1. Product: [CH3:27][O:26][C:24]([C:20]1[CH:19]=[C:18]([N:4]2[CH2:22][CH2:23][CH2:18][CH:19]([C:1]([OH:3])=[O:2])[CH2:20]2)[CH:23]=[CH:22][CH:21]=1)=[O:25]. The catalyst class is: 43. (3) Reactant: [C:1]([N:8]1[CH2:13][CH2:12][CH2:11][CH:10]([CH2:14][NH:15][C:16]2[CH:17]=[N:18][CH:19]=[CH:20][CH:21]=2)[CH2:9]1)([O:3][C:4]([CH3:7])([CH3:6])[CH3:5])=[O:2].[CH:22]1([C:25](Cl)=[O:26])[CH2:24][CH2:23]1. Product: [C:1]([N:8]1[CH2:13][CH2:12][CH2:11][CH:10]([CH2:14][N:15]([C:16]2[CH:17]=[N:18][CH:19]=[CH:20][CH:21]=2)[C:25]([CH:22]2[CH2:24][CH2:23]2)=[O:26])[CH2:9]1)([O:3][C:4]([CH3:6])([CH3:7])[CH3:5])=[O:2]. The catalyst class is: 2. (4) Reactant: [CH:1]([C:4]1[CH:13]=[CH:12][C:7]([C:8]([O:10][CH3:11])=[O:9])=[C:6]([OH:14])[CH:5]=1)([CH3:3])[CH3:2].O[CH2:16][CH:17]1[CH2:22][CH2:21][CH2:20][N:19]([C:23]([O:25][C:26]([CH3:29])([CH3:28])[CH3:27])=[O:24])[CH2:18]1.C1(P(C2C=CC=CC=2)C2C=CC=CC=2)C=CC=CC=1.N(C(OC(C)C)=O)=NC(OC(C)C)=O. Product: [C:26]([O:25][C:23]([N:19]1[CH2:20][CH2:21][CH2:22][CH:17]([CH2:16][O:14][C:6]2[CH:5]=[C:4]([CH:1]([CH3:3])[CH3:2])[CH:13]=[CH:12][C:7]=2[C:8]([O:10][CH3:11])=[O:9])[CH2:18]1)=[O:24])([CH3:29])([CH3:27])[CH3:28]. The catalyst class is: 76. (5) Reactant: [CH3:1][C:2]([CH3:33])([CH3:32])[C:3]#[C:4][C:5]1[S:9][C:8]([C:10]([OH:12])=[O:11])=[C:7]([N:13]([CH:23]2[CH2:28][CH2:27][P:26]([O:30]C)(=[O:29])[CH2:25][CH2:24]2)[C:14]([C@H:16]2[CH2:21][CH2:20][C@H:19]([CH3:22])[CH2:18][CH2:17]2)=[O:15])[CH:6]=1.C[Si](Br)(C)C. Product: [CH3:32][C:2]([CH3:1])([CH3:33])[C:3]#[C:4][C:5]1[S:9][C:8]([C:10]([OH:12])=[O:11])=[C:7]([N:13]([CH:23]2[CH2:24][CH2:25][P:26]([OH:30])(=[O:29])[CH2:27][CH2:28]2)[C:14]([C@H:16]2[CH2:21][CH2:20][C@H:19]([CH3:22])[CH2:18][CH2:17]2)=[O:15])[CH:6]=1. The catalyst class is: 2. (6) Reactant: [C:1]1([C@H:7]2[CH2:11][O:10][C:9](=[O:12])[NH:8]2)[CH:6]=[CH:5][CH:4]=[CH:3][CH:2]=1.C([Li])CCC.[C:18](Cl)(=[O:27])/[CH:19]=[CH:20]/[C:21]1[CH:26]=[CH:25][CH:24]=[CH:23][CH:22]=1. Product: [C:1]1([C@H:7]2[CH2:11][O:10][C:9](=[O:12])[N:8]2[C:18](=[O:27])/[CH:19]=[CH:20]/[C:21]2[CH:26]=[CH:25][CH:24]=[CH:23][CH:22]=2)[CH:2]=[CH:3][CH:4]=[CH:5][CH:6]=1. The catalyst class is: 1.